From a dataset of Catalyst prediction with 721,799 reactions and 888 catalyst types from USPTO. Predict which catalyst facilitates the given reaction. (1) Reactant: C(O)(=O)C.[Cl:5][C:6]1[CH:11]=[CH:10][C:9]([C@@:12]2([CH3:34])[C@@H:19]([C:20]3[CH:25]=[CH:24][C:23]([Cl:26])=[CH:22][CH:21]=3)[N:18]3[C:14]([S:15][C:16]([C:30]([O:32][CH3:33])=[O:31])=[C:17]3[CH:27]([CH3:29])[CH3:28])=[N:13]2)=[CH:8][C:7]=1[N+:35]([O-])=O. Product: [NH2:35][C:7]1[CH:8]=[C:9]([C@@:12]2([CH3:34])[C@@H:19]([C:20]3[CH:21]=[CH:22][C:23]([Cl:26])=[CH:24][CH:25]=3)[N:18]3[C:14]([S:15][C:16]([C:30]([O:32][CH3:33])=[O:31])=[C:17]3[CH:27]([CH3:29])[CH3:28])=[N:13]2)[CH:10]=[CH:11][C:6]=1[Cl:5]. The catalyst class is: 186. (2) Reactant: [C:1]([O:5][C:6]([N:8]1[CH2:15][CH2:14][CH2:13][C@@:9]1([CH3:16])[C:10](O)=O)=[O:7])([CH3:4])([CH3:3])[CH3:2].C(Cl)(=O)OCC(C)C.[NH2:25][C:26]1[CH:30]=[C:29]([Br:31])[S:28][C:27]=1[C:32]([NH2:34])=[O:33].C(=O)([O-])O.[Na+]. Product: [Br:31][C:29]1[S:28][C:27]2[C:32](=[O:33])[NH:34][C:10]([C:9]3([CH3:16])[CH2:13][CH2:14][CH2:15][N:8]3[C:6]([O:5][C:1]([CH3:4])([CH3:3])[CH3:2])=[O:7])=[N:25][C:26]=2[CH:30]=1. The catalyst class is: 571. (3) Reactant: [C:1]([C:5]1[CH:6]=[C:7]2[C:12](=[C:13]([F:15])[CH:14]=1)[C:11](=[O:16])[N:10]([C:17]1[CH:18]=[C:19]([N:23]3[CH:27]=[C:26]([C:28]#[N:29])[CH:25]=[N:24]3)[CH:20]=[CH:21][CH:22]=1)[N:9]=[CH:8]2)([CH3:4])([CH3:3])[CH3:2].C([OH:32])C. Product: [C:1]([C:5]1[CH:6]=[C:7]2[C:12](=[C:13]([F:15])[CH:14]=1)[C:11](=[O:16])[N:10]([C:17]1[CH:18]=[C:19]([N:23]3[CH:27]=[C:26]([C:28]([NH2:29])=[O:32])[CH:25]=[N:24]3)[CH:20]=[CH:21][CH:22]=1)[N:9]=[CH:8]2)([CH3:4])([CH3:2])[CH3:3]. The catalyst class is: 6.